Dataset: Catalyst prediction with 721,799 reactions and 888 catalyst types from USPTO. Task: Predict which catalyst facilitates the given reaction. (1) Reactant: [Cl:1][C:2]1[C:3]([OH:12])=[N:4][CH:5]=[C:6]([C:8]([O:10][CH3:11])=[O:9])[CH:7]=1.[C:13]([O:17][C:18]([N:20]1[CH2:26][CH2:25][CH2:24][C@H:21]1[CH2:22]O)=[O:19])([CH3:16])([CH3:15])[CH3:14].C1C=CC(P(C2C=CC=CC=2)C2C=CC=CC=2)=CC=1.CC(OC(/N=N/C(OC(C)C)=O)=O)C. Product: [Cl:1][C:2]1[C:3]([O:12][CH2:22][CH:21]2[CH2:24][CH2:25][CH2:26][N:20]2[C:18]([O:17][C:13]([CH3:14])([CH3:16])[CH3:15])=[O:19])=[N:4][CH:5]=[C:6]([C:8]([O:10][CH3:11])=[O:9])[CH:7]=1. The catalyst class is: 1. (2) Reactant: [C:1]([O:5][C:6](=[O:17])[NH:7][CH2:8][C@@H:9]([C:11]1[CH:16]=[CH:15][CH:14]=[CH:13][CH:12]=1)[CH3:10])([CH3:4])([CH3:3])[CH3:2].[C:18]1(=[O:28])N[C:21](=[O:23])[C:20]2=[CH:24][CH:25]=[CH:26][CH:27]=[C:19]12.C1(P(C2C=CC=CC=2)C2C=CC=CC=2)C=CC=CC=1.CC(OC(/N=N/C(OC(C)C)=O)=O)C. Product: [C:1]([O:5][C:6](=[O:17])[NH:7][CH2:8][C@@H:9]([CH:10]1[C:21](=[O:23])[C:20]2[C:19](=[CH:27][CH:26]=[CH:25][CH:24]=2)[C:18]1=[O:28])[C:11]1[CH:12]=[CH:13][CH:14]=[CH:15][CH:16]=1)([CH3:2])([CH3:3])[CH3:4]. The catalyst class is: 7. (3) Reactant: C(OC([N:8]1[CH2:13][CH2:12][C:11]([OH:21])([CH2:14][C:15]([C:17]([F:20])([F:19])[F:18])=[CH2:16])[CH2:10][CH2:9]1)=O)(C)(C)C.CC(O)=O. Product: [F:20][C:17]([F:18])([F:19])[CH:15]([CH3:16])[CH2:14][C:11]1([OH:21])[CH2:12][CH2:13][NH:8][CH2:9][CH2:10]1. The catalyst class is: 50. (4) Reactant: [C:1]([O:5][C:6]1[CH:11]=[CH:10][C:9]([P:12]([O:23][CH2:24][CH3:25])([CH2:14][P:15]([O:20][CH2:21][CH3:22])([O:17][CH2:18][CH3:19])=[O:16])=[O:13])=[CH:8][C:7]=1[C:26]([CH3:32])([CH3:31])[CH2:27][C:28](O)=[O:29])(=[O:4])[CH2:2][CH3:3].[CH3:33]CN(C(C)C)C(C)C.CN(C(ON1N=N[C:52]2[CH:53]=[CH:54][CH:55]=[CH:56][C:51]1=2)=[N+](C)C)C.F[P-](F)(F)(F)(F)F.Cl.C([O:74][C:75](=[O:85])[C@H:76]([CH2:78][C:79]1[CH:84]=[CH:83][CH:82]=[CH:81][CH:80]=1)[NH2:77])C1C=CC=CC=1. Product: [CH2:33]([N:77]([C:28](=[O:29])[CH2:27][C:26]([C:7]1[CH:8]=[C:9]([P:12]([O:23][CH2:24][CH3:25])([CH2:14][P:15]([O:20][CH2:21][CH3:22])([O:17][CH2:18][CH3:19])=[O:16])=[O:13])[CH:10]=[CH:11][C:6]=1[O:5][C:1](=[O:4])[CH2:2][CH3:3])([CH3:31])[CH3:32])[C@H:76]([C:75]([OH:74])=[O:85])[CH2:78][C:79]1[CH:80]=[CH:81][CH:82]=[CH:83][CH:84]=1)[C:51]1[CH:56]=[CH:55][CH:54]=[CH:53][CH:52]=1. The catalyst class is: 39. (5) Reactant: [F:1][C:2]1[CH:7]=[CH:6][C:5]([C:8]([F:11])([F:10])[F:9])=[CH:4][C:3]=1[S:12](Cl)(=[O:14])=[O:13].[NH2:16][C:17]1[CH:22]=[CH:21][C:20]([C:23]2[C:31]3[C:26](=[CH:27][CH:28]=[CH:29][CH:30]=3)[NH:25][C:24]=2[C:32]([NH2:34])=[O:33])=[CH:19][CH:18]=1. Product: [F:1][C:2]1[CH:7]=[CH:6][C:5]([C:8]([F:11])([F:10])[F:9])=[CH:4][C:3]=1[S:12]([NH:16][C:17]1[CH:18]=[CH:19][C:20]([C:23]2[C:31]3[C:26](=[CH:27][CH:28]=[CH:29][CH:30]=3)[NH:25][C:24]=2[C:32]([NH2:34])=[O:33])=[CH:21][CH:22]=1)(=[O:14])=[O:13]. The catalyst class is: 17. (6) Reactant: C([O:8][C:9](=[O:39])[C@@H:10]([NH:20][C:21](=[O:38])[C@H:22]([CH:35]1[CH2:37][CH2:36]1)[NH:23][C:24]([CH:26]1[CH2:34][C:33]2[C:28](=[CH:29][CH:30]=[CH:31][CH:32]=2)[CH2:27]1)=[O:25])[CH2:11][C:12]1[CH:17]=[CH:16][C:15]([O:18][CH3:19])=[CH:14][CH:13]=1)C1C=CC=CC=1.C1COCC1.CN(C=O)C. Product: [CH:35]1([C@H:22]([NH:23][C:24]([CH:26]2[CH2:27][C:28]3[C:33](=[CH:32][CH:31]=[CH:30][CH:29]=3)[CH2:34]2)=[O:25])[C:21]([NH:20][C@@H:10]([CH2:11][C:12]2[CH:17]=[CH:16][C:15]([O:18][CH3:19])=[CH:14][CH:13]=2)[C:9]([OH:39])=[O:8])=[O:38])[CH2:37][CH2:36]1. The catalyst class is: 105.